Dataset: TCR-epitope binding with 47,182 pairs between 192 epitopes and 23,139 TCRs. Task: Binary Classification. Given a T-cell receptor sequence (or CDR3 region) and an epitope sequence, predict whether binding occurs between them. (1) The epitope is FPPTSFGPL. The TCR CDR3 sequence is CASSRTTAGELFF. Result: 1 (the TCR binds to the epitope). (2) The epitope is TLIGDCATV. The TCR CDR3 sequence is CATSDLSSGRPGSYNEQFF. Result: 1 (the TCR binds to the epitope). (3) The epitope is EILDITPCSF. The TCR CDR3 sequence is CASSHTTVSNTGELFF. Result: 1 (the TCR binds to the epitope). (4) The epitope is QARQMVQAMRTIGTHP. The TCR CDR3 sequence is CASSLANTGELFF. Result: 0 (the TCR does not bind to the epitope).